This data is from Reaction yield outcomes from USPTO patents with 853,638 reactions. The task is: Predict the reaction yield, written as a fraction of the theoretical maximum amount of product (1.0 means a 100% yield; for example, 0.34 means a 34% yield). The reactants are [Br:1][C:2]1[C:3]([F:20])=[C:4]([F:19])[C:5]([NH:11][C:12]2[CH:17]=[CH:16][CH:15]=[CH:14][C:13]=2[Cl:18])=[C:6]([CH:10]=1)[C:7]([OH:9])=[O:8].[CH2:21]1COCC1.C[Si](C=[N+]=[N-])(C)C. The catalyst is CO. The product is [CH3:21][O:8][C:7](=[O:9])[C:6]1[CH:10]=[C:2]([Br:1])[C:3]([F:20])=[C:4]([F:19])[C:5]=1[NH:11][C:12]1[CH:17]=[CH:16][CH:15]=[CH:14][C:13]=1[Cl:18]. The yield is 0.930.